This data is from CYP2C19 inhibition data for predicting drug metabolism from PubChem BioAssay. The task is: Regression/Classification. Given a drug SMILES string, predict its absorption, distribution, metabolism, or excretion properties. Task type varies by dataset: regression for continuous measurements (e.g., permeability, clearance, half-life) or binary classification for categorical outcomes (e.g., BBB penetration, CYP inhibition). Dataset: cyp2c19_veith. (1) The compound is O=C1c2cccnc2C(=O)N1Cc1ccc(F)cc1. The result is 1 (inhibitor). (2) The compound is CCc1nnc(SCc2ccc(OC(C)C)cc2)n1N. The result is 1 (inhibitor). (3) The compound is CN(Cc1cc(C(C)(C)C)cc(Br)c1O)Cc1cc(C(C)(C)C)cc(Br)c1O. The result is 1 (inhibitor). (4) The result is 0 (non-inhibitor). The compound is CCS(=O)(=O)N1CCC(C(=O)NCCCN2CCCC2)CC1.